This data is from Full USPTO retrosynthesis dataset with 1.9M reactions from patents (1976-2016). The task is: Predict the reactants needed to synthesize the given product. (1) Given the product [CH:18]1([C:21]([C:23]2[CH:24]=[CH:25][C:26]([O:29][CH:10]([CH2:16][CH3:17])[C:11]([NH2:36])=[O:12])=[CH:27][CH:28]=2)=[O:22])[CH2:19][CH2:20]1, predict the reactants needed to synthesize it. The reactants are: P([O-])([O-])([O-])=O.[K+].[K+].[K+].Br[CH:10]([CH2:16][CH3:17])[C:11](OCC)=[O:12].[CH:18]1([C:21]([C:23]2[CH:28]=[CH:27][C:26]([OH:29])=[CH:25][CH:24]=2)=[O:22])[CH2:20][CH2:19]1.[OH-].[Na+].[Cl-].[NH4+].C(N1C=CN=C1)([N:36]1C=CN=C1)=O.N. (2) Given the product [Cl:21][C:4]1[C:5](=[O:20])[N:6]([C:9]2[CH:14]=[CH:13][C:12]([O:15][C:16]([F:19])([F:18])[F:17])=[CH:11][CH:10]=2)[N:7]([CH3:8])[C:3]=1[CH2:2][CH:43]1[CH2:30][CH2:31][CH:32]([C:35]2[CH:40]=[C:39]([Cl:41])[CH:38]=[CH:37][C:36]=2[CH3:42])[CH2:33][CH2:34]1, predict the reactants needed to synthesize it. The reactants are: Br[CH2:2][C:3]1[N:7]([CH3:8])[N:6]([C:9]2[CH:14]=[CH:13][C:12]([O:15][C:16]([F:19])([F:18])[F:17])=[CH:11][CH:10]=2)[C:5](=[O:20])[C:4]=1[Cl:21].C(OC(N1[CH2:34][CH2:33][CH:32]([C:35]2[CH:40]=[C:39]([Cl:41])[CH:38]=[CH:37][C:36]=2[CH3:42])[CH2:31][CH2:30]1)=O)(C)(C)C.[C:43](=O)([O-])[O-].[K+].[K+]. (3) Given the product [Cl:21][C:15]1[CH:16]=[C:17]([Cl:20])[CH:18]=[CH:19][C:14]=1[CH2:13][C:7]1[C:6]2[C:10](=[CH:11][CH:12]=[C:4]([C:1](=[O:3])[NH:52][S:49]([CH2:44][CH2:45][CH2:46][CH2:47][CH3:48])(=[O:51])=[O:50])[CH:5]=2)[NH:9][CH:8]=1, predict the reactants needed to synthesize it. The reactants are: [C:1]([C:4]1[CH:5]=[C:6]2[C:10](=[CH:11][CH:12]=1)[NH:9][CH:8]=[C:7]2[CH2:13][C:14]1[CH:19]=[CH:18][C:17]([Cl:20])=[CH:16][C:15]=1[Cl:21])([OH:3])=O.C1(C2CCCCCCCCCC=2)CCCCCCCCNN=1.[CH2:44]([S:49]([NH2:52])(=[O:51])=[O:50])[CH2:45][CH2:46][CH2:47][CH3:48].Cl. (4) Given the product [Cl:1][C:2]1[C:7]([F:8])=[C:6]([Cl:9])[CH:5]=[CH:4][C:3]=1[C:10]([N:12]1[CH2:17][CH2:16][N:15]2[C:37]([C:32]3[CH:33]=[N:34][CH:35]=[CH:36][N:31]=3)=[N:39][N:40]=[C:14]2[CH2:13]1)=[O:11], predict the reactants needed to synthesize it. The reactants are: [Cl:1][C:2]1[C:7]([F:8])=[C:6]([Cl:9])[CH:5]=[CH:4][C:3]=1[C:10]([N:12]1[CH2:17][CH2:16][NH:15][C:14](=O)[CH2:13]1)=[O:11].F[B-](F)(F)F.C([O+](CC)CC)C.[N:31]1[CH:36]=[CH:35][N:34]=[CH:33][C:32]=1[C:37]([NH:39][NH2:40])=O. (5) Given the product [Br:23][C:24]1[CH:25]=[C:26]([CH:30]=[CH:31][CH:32]=1)[C:27]([N:4]([CH2:5][C:6]1[CH:22]=[CH:21][CH:20]=[CH:19][C:7]=1[O:8][CH2:9][CH2:10][CH2:11][CH2:12][CH2:13][C:14]([O:16][CH2:17][CH3:18])=[O:15])[CH:1]([CH3:2])[CH3:3])=[O:28], predict the reactants needed to synthesize it. The reactants are: [CH:1]([NH:4][CH2:5][C:6]1[CH:22]=[CH:21][CH:20]=[CH:19][C:7]=1[O:8][CH2:9][CH2:10][CH2:11][CH2:12][CH2:13][C:14]([O:16][CH2:17][CH3:18])=[O:15])([CH3:3])[CH3:2].[Br:23][C:24]1[CH:25]=[C:26]([CH:30]=[CH:31][CH:32]=1)[C:27](O)=[O:28].CCN=C=NCCCN(C)C.Cl.C1C=CC2N(O)N=NC=2C=1.C(N(CC)CC)C. (6) Given the product [C:16]([O:15][C:13]([N:5]1[CH2:6][CH2:7][CH:2]([OH:1])[CH2:3][CH2:4]1)=[O:14])([CH3:19])([CH3:18])[CH3:17], predict the reactants needed to synthesize it. The reactants are: [OH:1][CH:2]1[CH2:7][CH2:6][NH:5][CH2:4][CH2:3]1.C(=O)([O-])O.[Na+].[C:13](O[C:13]([O:15][C:16]([CH3:19])([CH3:18])[CH3:17])=[O:14])([O:15][C:16]([CH3:19])([CH3:18])[CH3:17])=[O:14]. (7) Given the product [CH3:19][O:12][C:8]1[CH:9]=[C:10]2[C:5]([CH:4]=[CH:3][C:2]([NH2:1])=[CH:11]2)=[CH:6][CH:7]=1, predict the reactants needed to synthesize it. The reactants are: [NH2:1][C:2]1[CH:11]=[C:10]2[C:5]([CH:6]=[CH:7][C:8]([OH:12])=[CH:9]2)=[CH:4][CH:3]=1.[H-].[Na+].S(OC)(O[CH3:19])(=O)=O. (8) Given the product [N:12]1([C:10]2[C:9]3[C:4](=[CH:5][CH:6]=[CH:7][CH:8]=3)[C:3](=[O:18])[N:2]([NH:1][C:29](=[O:30])[CH2:28][C:21]3[C:20]([CH3:19])=[CH:25][C:24]([CH3:26])=[CH:23][C:22]=3[CH3:27])[N:11]=2)[CH2:17][CH2:16][O:15][CH2:14][CH2:13]1, predict the reactants needed to synthesize it. The reactants are: [NH2:1][N:2]1[N:11]=[C:10]([N:12]2[CH2:17][CH2:16][O:15][CH2:14][CH2:13]2)[C:9]2[C:4](=[CH:5][CH:6]=[CH:7][CH:8]=2)[C:3]1=[O:18].[CH3:19][C:20]1[CH:25]=[C:24]([CH3:26])[CH:23]=[C:22]([CH3:27])[C:21]=1[CH2:28][C:29](O)=[O:30]. (9) Given the product [F:14][C:15]([F:23])([S:19]([O-:22])(=[O:21])=[O:20])[CH:16]([F:18])[F:17].[CH2:2]([N+:8]1[CH:12]=[CH:11][N:10]([CH3:13])[CH:9]=1)[CH2:3][CH2:4][CH2:5][CH2:6][CH3:7], predict the reactants needed to synthesize it. The reactants are: [Cl-].[CH2:2]([N+:8]1[CH:12]=[CH:11][N:10]([CH3:13])[CH:9]=1)[CH2:3][CH2:4][CH2:5][CH2:6][CH3:7].[F:14][C:15]([F:23])([S:19]([O-:22])(=[O:21])=[O:20])[CH:16]([F:18])[F:17].[K+].[Cl-].C([N+]1C=CN(C)C=1)CCCCC.CC(C)=O. (10) Given the product [Br:10][C:6]1[CH:5]=[C:4]([CH3:8])[C:3]([OH:9])=[C:2]([F:1])[CH:7]=1, predict the reactants needed to synthesize it. The reactants are: [F:1][C:2]1[CH:7]=[CH:6][CH:5]=[C:4]([CH3:8])[C:3]=1[OH:9].[Br:10]N1C(=O)CCC1=O.